This data is from Reaction yield outcomes from USPTO patents with 853,638 reactions. The task is: Predict the reaction yield, written as a fraction of the theoretical maximum amount of product (1.0 means a 100% yield; for example, 0.34 means a 34% yield). (1) The reactants are C[Si](C)(C)C#[C:4][O:5][C:6](=[O:16])[C:7]1[CH:12]=[CH:11][CH:10]=[C:9]([N+:13]([O-:15])=[O:14])[CH:8]=1.[F-].[CH2:20]([N+](CCCC)(CCCC)CCCC)[CH2:21]CC.Cl. The catalyst is O1CCCC1. The product is [C:20]([C:10]1[CH:11]=[CH:12][C:7]([C:6]([O:5][CH3:4])=[O:16])=[CH:8][C:9]=1[N+:13]([O-:15])=[O:14])#[CH:21]. The yield is 0.658. (2) The reactants are [C:1]([C:4]1[CH:9]=[CH:8][C:7]([O:10][CH3:11])=[CH:6][C:5]=1[CH2:12][C:13]([OH:15])=[O:14])(=[O:3])[CH3:2].S(=O)(=O)(O)O.[CH3:21]O. No catalyst specified. The product is [CH3:21][O:14][C:13](=[O:15])[CH2:12][C:5]1[CH:6]=[C:7]([O:10][CH3:11])[CH:8]=[CH:9][C:4]=1[C:1](=[O:3])[CH3:2]. The yield is 0.880. (3) The yield is 0.400. No catalyst specified. The product is [CH3:1][O:2][C:3](=[O:12])[C:4]1[CH:5]=[C:6]([I:11])[CH:7]=[C:8]([C:28]([C:25]2[CH:24]=[CH:23][C:22]([NH:21][CH2:20][C:17]3[CH:16]=[CH:15][C:14]([Cl:13])=[CH:19][CH:18]=3)=[CH:27][N:26]=2)=[O:29])[CH:9]=1. The reactants are [CH3:1][O:2][C:3](=[O:12])[C:4]1[CH:9]=[C:8](I)[CH:7]=[C:6]([I:11])[CH:5]=1.[Cl:13][C:14]1[CH:19]=[CH:18][C:17]([CH2:20][NH:21][C:22]2[CH:23]=[CH:24][C:25]([CH:28]=[O:29])=[N:26][CH:27]=2)=[CH:16][CH:15]=1. (4) The reactants are [Cl:1][C:2]1[CH:9]=[C:8]([OH:10])[CH:7]=[CH:6][C:3]=1[CH:4]=[O:5].Cl.Cl[CH2:13][CH2:14][N:15]([CH3:17])[CH3:16].C(=O)([O-])[O-].[K+].[K+]. The catalyst is [I-].C([N+](CCCC)(CCCC)CCCC)CCC.C(#N)C.O. The product is [Cl:1][C:2]1[CH:9]=[C:8]([O:10][CH2:13][CH2:14][N:15]([CH3:17])[CH3:16])[CH:7]=[CH:6][C:3]=1[CH:4]=[O:5]. The yield is 0.400.